Task: Predict which catalyst facilitates the given reaction.. Dataset: Catalyst prediction with 721,799 reactions and 888 catalyst types from USPTO (1) Product: [CH2:25]([C:22]1[CH:21]=[N:20][C:19]([N:9]([CH2:8][C:7]2[CH:14]=[CH:15][C:4]([O:3][C:2]([F:16])([F:17])[F:1])=[CH:5][CH:6]=2)[CH2:10][CH2:11][CH2:12][OH:13])=[N:24][CH:23]=1)[CH3:26]. The catalyst class is: 39. Reactant: [F:1][C:2]([F:17])([F:16])[O:3][C:4]1[CH:15]=[CH:14][C:7]([CH2:8][NH:9][CH2:10][CH2:11][CH2:12][OH:13])=[CH:6][CH:5]=1.Cl[C:19]1[N:24]=[CH:23][C:22]([CH2:25][CH3:26])=[CH:21][N:20]=1.C([O-])([O-])=O.[K+].[K+]. (2) Reactant: [CH:1]([NH2:4])([CH3:3])[CH3:2].C[Al](C)C.[Br:9][C:10]1[CH:14]=[C:13]([C:15]([NH:17][C:18]2[CH:19]([C:25](OCC)=[O:26])[CH2:20][CH2:21][CH2:22][C:23]=2[CH3:24])=[O:16])[N:12]([C:30]2[C:35]([Cl:36])=[CH:34][CH:33]=[CH:32][N:31]=2)[N:11]=1. Product: [Br:9][C:10]1[CH:14]=[C:13]([C:15]([NH:17][C:18]2[CH:23]([CH3:24])[CH2:22][CH2:21][CH2:20][C:19]=2[C:25]([NH:4][CH:1]([CH3:3])[CH3:2])=[O:26])=[O:16])[N:12]([C:30]2[C:35]([Cl:36])=[CH:34][CH:33]=[CH:32][N:31]=2)[N:11]=1. The catalyst class is: 4.